This data is from Forward reaction prediction with 1.9M reactions from USPTO patents (1976-2016). The task is: Predict the product of the given reaction. (1) Given the reactants [Cl:1][C:2]1[C:3]([NH:12][C:13]2[C:18]([Cl:19])=[CH:17][N:16]=[C:15](Cl)[N:14]=2)=[C:4]([CH:9]=[CH:10][CH:11]=1)[C:5]([NH:7][CH3:8])=[O:6].[NH2:21][C:22]1[CH:34]=[CH:33][C:25]2[N:26]([CH3:32])[C:27](=[O:31])[CH2:28][CH2:29][CH2:30][C:24]=2[CH:23]=1.Cl, predict the reaction product. The product is: [Cl:1][C:2]1[C:3]([NH:12][C:13]2[C:18]([Cl:19])=[CH:17][N:16]=[C:15]([NH:21][C:22]3[CH:34]=[CH:33][C:25]4[N:26]([CH3:32])[C:27](=[O:31])[CH2:28][CH2:29][CH2:30][C:24]=4[CH:23]=3)[N:14]=2)=[C:4]([CH:9]=[CH:10][CH:11]=1)[C:5]([NH:7][CH3:8])=[O:6]. (2) The product is: [F:39][C:37]1[CH:36]=[C:22]([CH:21]=[C:20]([F:19])[C:38]=1[B:5]1[O:6][C:7]([CH3:12])([CH3:13])[C:8]([CH3:10])([CH3:11])[O:9]1)[O:23][CH2:24][C:25]([O:27][Si:28]([CH2:33][CH3:34])([CH2:29][CH3:30])[CH2:31][CH3:32])([CH3:35])[CH3:26]. Given the reactants C(O[B:5]1[O:9][C:8]([CH3:11])([CH3:10])[C:7]([CH3:13])([CH3:12])[O:6]1)(C)C.C([Li])CCC.[F:19][C:20]1[CH:21]=[C:22]([CH:36]=[C:37]([F:39])[CH:38]=1)[O:23][CH2:24][C:25]([CH3:35])([O:27][Si:28]([CH2:33][CH3:34])([CH2:31][CH3:32])[CH2:29][CH3:30])[CH3:26], predict the reaction product.